This data is from Full USPTO retrosynthesis dataset with 1.9M reactions from patents (1976-2016). The task is: Predict the reactants needed to synthesize the given product. (1) The reactants are: [F:1][C:2]1[CH:8]=[CH:7][C:5]([NH2:6])=[CH:4][CH:3]=1.[C:9](=[C:12]([C:18](OCC)=[O:19])[C:13]([O:15][CH2:16][CH3:17])=[O:14])([CH3:11])[CH3:10].N1C=CN=C1. Given the product [F:1][C:2]1[CH:8]=[CH:7][C:5]([NH:6][C:18]([C:12](=[C:9]([CH3:10])[CH3:11])[C:13]([O:15][CH2:16][CH3:17])=[O:14])=[O:19])=[CH:4][CH:3]=1, predict the reactants needed to synthesize it. (2) Given the product [Cl:1][C:2]1[CH:3]=[C:4]2[C:5]([C:6](=[O:8])[N:27]([CH2:24][CH:25]=[CH2:26])[C:12](=[O:14])[NH:11]2)=[CH:9][CH:10]=1, predict the reactants needed to synthesize it. The reactants are: [Cl:1][C:2]1[CH:10]=[CH:9][C:5]([C:6]([OH:8])=O)=[C:4]([NH:11][C:12]([O:14]CC)=O)[CH:3]=1.CN1CCOCC1.[CH2:24]([NH2:27])[CH:25]=[CH2:26].CN([P+](ON1N=NC2C=CC=CC1=2)(N(C)C)N(C)C)C.F[P-](F)(F)(F)(F)F.C1CCN2C(=NCCC2)CC1.Cl. (3) The reactants are: [CH3:1][C:2]1[S:3][C:4]2[C:10](=O)[C:9](=[CH:12]N3CCOCC3)[CH2:8][CH2:7][C:5]=2[N:6]=1.Cl.[NH2:20][C:21]([NH2:23])=[NH:22].[OH-].[Na+]. Given the product [CH3:1][C:2]1[S:3][C:4]2[C:10]3[N:20]=[C:21]([NH2:23])[N:22]=[CH:12][C:9]=3[CH2:8][CH2:7][C:5]=2[N:6]=1, predict the reactants needed to synthesize it. (4) Given the product [CH:32]([N:23]1[CH2:22][CH2:27][N:26]([C:3]([C:5]2[CH:10]=[N:9][C:8]([CH2:11][N:12]3[CH2:17][CH2:16][CH2:15][CH2:14][CH2:13]3)=[CH:7][N:6]=2)=[O:4])[CH2:25][CH2:24]1)([CH3:33])[CH3:31], predict the reactants needed to synthesize it. The reactants are: CO[C:3]([C:5]1[CH:10]=[N:9][C:8]([CH2:11][N:12]2[CH2:17][CH2:16][CH2:15][CH2:14][CH2:13]2)=[CH:7][N:6]=1)=[O:4].COC([C:22]1[CH:27]=[N:26][C:25](C=O)=[CH:24][N:23]=1)=O.N1CC[CH2:33][CH2:32][CH2:31]1.[BH-](OC(C)=O)(OC(C)=O)OC(C)=O.[Na+]. (5) Given the product [CH3:39][S:36]([CH2:35][CH2:34][CH2:33][O:32][C:29]1[CH:30]=[CH:31][C:26]([C:22]2[CH:23]=[CH:24][CH:25]=[C:20]([CH2:19][O:1][C:2]3[CH:7]=[CH:6][C:5]([C:8]4([CH2:12][C:13]([O:15][CH2:16][CH3:17])=[O:14])[CH2:9][O:10][CH2:11]4)=[CH:4][CH:3]=3)[CH:21]=2)=[CH:27][C:28]=1[C:40]([F:41])([F:43])[F:42])(=[O:38])=[O:37], predict the reactants needed to synthesize it. The reactants are: [OH:1][C:2]1[CH:7]=[CH:6][C:5]([C:8]2([CH2:12][C:13]([O:15][CH2:16][CH3:17])=[O:14])[CH2:11][O:10][CH2:9]2)=[CH:4][CH:3]=1.Br[CH2:19][C:20]1[CH:21]=[C:22]([C:26]2[CH:31]=[CH:30][C:29]([O:32][CH2:33][CH2:34][CH2:35][S:36]([CH3:39])(=[O:38])=[O:37])=[C:28]([C:40]([F:43])([F:42])[F:41])[CH:27]=2)[CH:23]=[CH:24][CH:25]=1.C(=O)([O-])[O-].[Cs+].[Cs+]. (6) The reactants are: C([O:5][C:6]([C:8]1[CH:13]=[CH:12][CH:11]=[C:10]([CH:14]2[CH2:18][CH2:17][NH:16][CH2:15]2)[N:9]=1)=[O:7])(C)(C)C.[CH2:19]=O. Given the product [CH3:19][N:16]1[CH2:17][CH2:18][CH:14]([C:10]2[N:9]=[C:8]([C:6]([OH:5])=[O:7])[CH:13]=[CH:12][CH:11]=2)[CH2:15]1, predict the reactants needed to synthesize it. (7) Given the product [CH3:4][C:2]([C:5]1[C:10]([C:11]2[CH:16]=[C:15]([O:17][CH3:18])[CH:14]=[CH:13][C:12]=2[F:19])=[CH:9][C:8]([CH2:20][O:21][C:22]2[CH:23]=[CH:24][C:25]([C@H:28]([CH:33]=[CH2:34])[CH2:29][C:30]([OH:32])=[O:31])=[CH:26][CH:27]=2)=[CH:7][CH:6]=1)([CH3:1])[CH3:3], predict the reactants needed to synthesize it. The reactants are: [CH3:1][C:2]([C:5]1[C:10]([C:11]2[CH:16]=[C:15]([O:17][CH3:18])[CH:14]=[CH:13][C:12]=2[F:19])=[CH:9][C:8]([CH2:20][O:21][C:22]2[CH:27]=[CH:26][C:25]([C@H:28](/[CH:33]=[CH:34]/C)[CH2:29][C:30]([OH:32])=[O:31])=[CH:24][CH:23]=2)=[CH:7][CH:6]=1)([CH3:4])[CH3:3].[Li+].[OH-]. (8) Given the product [F:1][C:2]1[C:21]([NH:22][C:23]([NH:25][C:43]2[CH:42]=[N:47][C:46]([CH3:41])=[CH:45][CH:44]=2)=[O:24])=[CH:20][CH:19]=[CH:18][C:3]=1[CH2:4][N:5]1[CH2:10][CH2:9][N:8]([C:11]([O:13][CH:14]2[CH2:16][CH2:59][O:58][CH2:57][CH2:17]2)=[O:12])[CH2:7][CH2:6]1, predict the reactants needed to synthesize it. The reactants are: [F:1][C:2]1[C:21]([NH:22][C:23]([NH:25]C2C=CN=C(C)C=2)=[O:24])=[CH:20][CH:19]=[CH:18][C:3]=1[CH2:4][N:5]1[CH2:10][CH2:9][N:8]([C:11]([O:13][C:14]([CH3:17])([CH3:16])C)=[O:12])[CH2:7][CH2:6]1.Cl.CCN(CC)CC.[CH:41]1[C:46]([N+:47]([O-])=O)=[CH:45][CH:44]=[C:43]([Cl-]C([O-])=O)[CH:42]=1.OC1C[CH2:59][O:58][CH2:57]C1.[H-].[Na+].C(=O)([O-])N. (9) Given the product [NH3:1].[F:13][CH:14]([F:18])[C:15]1[NH:10][C:3]2[CH:4]=[CH:5][CH:6]=[C:7]([O:8][CH3:9])[C:2]=2[N:1]=1, predict the reactants needed to synthesize it. The reactants are: [NH2:1][C:2]1[C:7]([O:8][CH3:9])=[CH:6][CH:5]=[CH:4][C:3]=1[N+:10]([O-])=O.[F:13][CH:14]([F:18])[C:15](O)=O.Cl.C. (10) The reactants are: Cl.Cl[CH2:3][C:4]1[CH:13]=[CH:12][C:11]2[C:6](=[CH:7][CH:8]=[CH:9][CH:10]=2)[N:5]=1.[C:14]([NH:17][CH:18]([C:24]([O:26][CH2:27][CH3:28])=[O:25])[C:19]([O:21][CH2:22][CH3:23])=[O:20])(=[O:16])[CH3:15].C[O-].[Na+]. Given the product [CH2:27]([O:26][C:24](=[O:25])[CH:18]([NH:17][C:14](=[O:16])[CH2:15][CH2:3][C:4]1[CH:13]=[CH:12][C:11]2[C:6](=[CH:7][CH:8]=[CH:9][CH:10]=2)[N:5]=1)[C:19]([O:21][CH2:22][CH3:23])=[O:20])[CH3:28], predict the reactants needed to synthesize it.